This data is from Forward reaction prediction with 1.9M reactions from USPTO patents (1976-2016). The task is: Predict the product of the given reaction. Given the reactants [CH3:1][C:2]1[CH:3]=[C:4]([NH2:9])[CH:5]=[CH:6][C:7]=1[CH3:8].[Cl:10][C:11]1[CH:16]=[CH:15][C:14]([CH2:17][C:18](O)=O)=[CH:13][CH:12]=1, predict the reaction product. The product is: [Cl:10][C:11]1[CH:16]=[CH:15][C:14]([CH2:17][CH2:18][NH:9][C:4]2[CH:5]=[CH:6][C:7]([CH3:8])=[C:2]([CH3:1])[CH:3]=2)=[CH:13][CH:12]=1.